Dataset: Forward reaction prediction with 1.9M reactions from USPTO patents (1976-2016). Task: Predict the product of the given reaction. (1) Given the reactants CCN(C(C)C)C(C)C.[C:10]1([N:16]2[CH:20]=[C:19]([C:21]([NH:23][CH2:24][C:25]([OH:27])=O)=[O:22])[N:18]=[CH:17]2)[CH:15]=[CH:14][CH:13]=[CH:12][CH:11]=1.C1(N2C=C(C(O)=O)N=C2)C=CC=CC=1.C1C=CC2N(O)N=NC=2C=1.CCN=C=NCCCN(C)C.Cl.[NH:64]1[CH2:67][CH:66]([O:68][C:69]2[CH:70]=[C:71]([CH:74]=[CH:75][C:76]=2[CH3:77])[C:72]#[N:73])[CH2:65]1.Cl.FC(F)(F)C1C=C(C=CC=1)OC1CNC1, predict the reaction product. The product is: [C:72]([C:71]1[CH:74]=[CH:75][C:76]([CH3:77])=[C:69]([CH:70]=1)[O:68][CH:66]1[CH2:65][N:64]([C:25](=[O:27])[CH2:24][NH:23][C:21]([C:19]2[N:18]=[CH:17][N:16]([C:10]3[CH:11]=[CH:12][CH:13]=[CH:14][CH:15]=3)[CH:20]=2)=[O:22])[CH2:67]1)#[N:73]. (2) Given the reactants [NH2:1][C:2]1[CH:3]=[C:4]([CH:19]=[CH:20][C:21]=1[CH3:22])[O:5][C:6]1[CH:7]=[CH:8][C:9]2[N:10]([CH:12]=[C:13]([NH:15][C:16](=[O:18])[CH3:17])[N:14]=2)[N:11]=1.[CH3:23][N:24]1[CH:28]=[CH:27][N:26]=[C:25]1[C:29](O)=[O:30].Cl.C(N=C=NCCCN(C)C)C.ON1C2C=CC=CC=2N=N1.C(=O)([O-])O.[Na+], predict the reaction product. The product is: [C:16]([NH:15][C:13]1[N:14]=[C:9]2[CH:8]=[CH:7][C:6]([O:5][C:4]3[CH:19]=[CH:20][C:21]([CH3:22])=[C:2]([NH:1][C:29]([C:25]4[N:24]([CH3:23])[CH:28]=[CH:27][N:26]=4)=[O:30])[CH:3]=3)=[N:11][N:10]2[CH:12]=1)(=[O:18])[CH3:17]. (3) The product is: [S:8]1[CH:9]=[CH:10][C:6]2[C:4](=[O:5])[C:7]3[S:8][CH:9]=[CH:10][C:6]=3[C:4](=[O:5])[C:7]1=2. Given the reactants C(N(CC)[C:4]([C:6]1[CH:10]=[CH:9][S:8][CH:7]=1)=[O:5])C, predict the reaction product. (4) Given the reactants [OH-].[CH2:2]([N+:5]1([CH3:11])[CH2:10][CH2:9][O:8][CH2:7][CH2:6]1)[CH:3]=[CH2:4].[CH3:12][O:13][CH2:14][C:15]([OH:17])=[O:16], predict the reaction product. The product is: [CH3:12][O:13][CH2:14][C:15]([O-:17])=[O:16].[CH2:2]([N+:5]1([CH3:11])[CH2:10][CH2:9][O:8][CH2:7][CH2:6]1)[CH:3]=[CH2:4].